Dataset: Forward reaction prediction with 1.9M reactions from USPTO patents (1976-2016). Task: Predict the product of the given reaction. (1) Given the reactants O[CH:2]=[C:3]1[C:11]2[C:6](=[CH:7][C:8]([C:12]([C:14]3[CH:15]=[C:16]([NH:20][C:21]([C:23]4[N:24]([CH3:32])[N:25]=[C:26]([C:28]([CH3:31])([CH3:30])[CH3:29])[CH:27]=4)=[O:22])[CH:17]=[CH:18][CH:19]=3)=[O:13])=[CH:9][CH:10]=2)[NH:5][C:4]1=[O:33].C1COCC1.[CH3:39][N:40]1[CH2:45][CH2:44][N:43]([C:46]2[CH:51]=[CH:50][C:49]([NH2:52])=[CH:48][CH:47]=2)[CH2:42][CH2:41]1, predict the reaction product. The product is: [CH3:39][N:40]1[CH2:41][CH2:42][N:43]([C:46]2[CH:51]=[CH:50][C:49]([NH:52][CH:2]=[C:3]3[C:11]4[C:6](=[CH:7][C:8]([C:12]([C:14]5[CH:15]=[C:16]([NH:20][C:21]([C:23]6[N:24]([CH3:32])[N:25]=[C:26]([C:28]([CH3:30])([CH3:29])[CH3:31])[CH:27]=6)=[O:22])[CH:17]=[CH:18][CH:19]=5)=[O:13])=[CH:9][CH:10]=4)[NH:5][C:4]3=[O:33])=[CH:48][CH:47]=2)[CH2:44][CH2:45]1. (2) Given the reactants [CH3:1][O:2][C:3]1[CH:4]=[CH:5][C:6]2[N:10]=[C:9]([S@:11]([CH2:13][C:14]3[C:19]([CH3:20])=[C:18]([O:21][CH3:22])[C:17]([CH3:23])=[CH:16][N:15]=3)=[O:12])[NH:8][C:7]=2[CH:24]=1.[OH-].[NH4+], predict the reaction product. The product is: [CH3:1][O:2][C:3]1[CH:4]=[CH:5][C:6]2[N:10]=[C:9]([S:11]([CH2:13][C:14]3[C:19]([CH3:20])=[C:18]([O:21][CH3:22])[C:17]([CH3:23])=[CH:16][N:15]=3)=[O:12])[NH:8][C:7]=2[CH:24]=1.